This data is from Catalyst prediction with 721,799 reactions and 888 catalyst types from USPTO. The task is: Predict which catalyst facilitates the given reaction. (1) Reactant: Br[C:2]1[C:3](=[O:24])[N:4]([CH2:19][CH:20]2[CH2:23][CH2:22][CH2:21]2)[C:5]2[CH2:6][CH2:7][N:8]([C:12]([O:14][C:15]([CH3:18])([CH3:17])[CH3:16])=[O:13])[CH2:9][C:10]=2[CH:11]=1.[Li]CCCC.[B:30](OCCCC)([O:36]CCCC)[O:31]CCCC.Cl.O. Product: [C:15]([O:14][C:12]([N:8]1[CH2:7][CH2:6][C:5]2[N:4]([CH2:19][CH:20]3[CH2:23][CH2:22][CH2:21]3)[C:3](=[O:24])[C:2]([B:30]([OH:36])[OH:31])=[CH:11][C:10]=2[CH2:9]1)=[O:13])([CH3:18])([CH3:17])[CH3:16]. The catalyst class is: 1. (2) Reactant: C[Al](C)C.[NH2:5][C:6]1[NH:10][N:9]=[C:8]([CH2:11][CH2:12][C:13]2[CH:14]=[C:15]([CH:20]=[CH:21][CH:22]=2)[C:16]([NH:18][CH3:19])=[O:17])[CH:7]=1.[CH3:23][N:24]1[CH2:29][CH2:28][N:27]([C:30]2[CH:39]=[CH:38][C:33]([C:34](OC)=[O:35])=[CH:32][CH:31]=2)[CH2:26][CH2:25]1.Cl. Product: [CH3:19][NH:18][C:16]([C:15]1[CH:14]=[C:13]([CH2:12][CH2:11][C:8]2[CH:7]=[C:6]([NH:5][C:34](=[O:35])[C:33]3[CH:32]=[CH:31][C:30]([N:27]4[CH2:26][CH2:25][N:24]([CH3:23])[CH2:29][CH2:28]4)=[CH:39][CH:38]=3)[NH:10][N:9]=2)[CH:22]=[CH:21][CH:20]=1)=[O:17]. The catalyst class is: 224. (3) Reactant: [CH:1]1([C:7]2[C:8]3[CH:9]=[CH:10][C:11]([C:30]([O:32]C)=[O:31])=[CH:12][C:13]=3[N:14]3[C:21]=2[C:20]2[CH:22]=[CH:23][CH:24]=[CH:25][C:19]=2[N:18]([CH3:26])[CH2:17][CH:16]([N:27]([CH3:29])[CH3:28])[CH2:15]3)[CH2:6][CH2:5][CH2:4][CH2:3][CH2:2]1.[OH-].[Na+].Cl. Product: [CH:1]1([C:7]2[C:8]3[CH:9]=[CH:10][C:11]([C:30]([OH:32])=[O:31])=[CH:12][C:13]=3[N:14]3[C:21]=2[C:20]2[CH:22]=[CH:23][CH:24]=[CH:25][C:19]=2[N:18]([CH3:26])[CH2:17][CH:16]([N:27]([CH3:28])[CH3:29])[CH2:15]3)[CH2:2][CH2:3][CH2:4][CH2:5][CH2:6]1. The catalyst class is: 5. (4) Reactant: [N:1]1([C:6]2[CH2:7][CH:8]([NH:12]C(=O)OCC3C=CC=CC=3)[CH2:9][CH2:10][CH:11]=2)[CH:5]=[CH:4][N:3]=[CH:2]1.N1(C2CCCC(NC(=O)OCC3C=CC=CC=3)C=2)C=CN=C1.[OH-].[K+]. Product: [N:1]1([C:6]2[CH2:7][CH:8]([NH2:12])[CH2:9][CH2:10][CH:11]=2)[CH:5]=[CH:4][N:3]=[CH:2]1. The catalyst class is: 12. (5) Reactant: [NH2:1][C:2]1([C:5]2[CH:10]=[CH:9][C:8]([C:11]3[CH:16]=[CH:15][N:14]=[C:13]4[NH:17][C:18]([C:20]5[N:25]=[CH:24][C:23]([N:26]([CH3:28])[CH3:27])=[CH:22][CH:21]=5)=[N:19][C:12]=34)=[CH:7][CH:6]=2)[CH2:4][CH2:3]1.C(=O)(O)[O-].[Na+].[C:34]([C:38]1[CH:46]=[CH:45][C:41]([C:42](Cl)=[O:43])=[CH:40][CH:39]=1)([CH3:37])([CH3:36])[CH3:35]. Product: [C:34]([C:38]1[CH:39]=[CH:40][C:41]([C:42]([NH:1][C:2]2([C:5]3[CH:10]=[CH:9][C:8]([C:11]4[CH:16]=[CH:15][N:14]=[C:13]5[NH:17][C:18]([C:20]6[CH:21]=[CH:22][C:23]([N:26]([CH3:28])[CH3:27])=[CH:24][N:25]=6)=[N:19][C:12]=45)=[CH:7][CH:6]=3)[CH2:4][CH2:3]2)=[O:43])=[CH:45][CH:46]=1)([CH3:37])([CH3:35])[CH3:36]. The catalyst class is: 30. (6) Reactant: [NH:1]1[CH2:6][CH2:5][CH:4]([NH:7][C:8](=[O:14])[O:9][C:10]([CH3:13])([CH3:12])[CH3:11])[CH2:3][CH2:2]1.ClCCl.Cl[C:19](=[O:27])[CH2:20][CH2:21][C:22]([O:24][CH2:25][CH3:26])=[O:23]. Product: [C:10]([O:9][C:8]([NH:7][CH:4]1[CH2:3][CH2:2][N:1]([C:19](=[O:27])[CH2:20][CH2:21][C:22]([O:24][CH2:25][CH3:26])=[O:23])[CH2:6][CH2:5]1)=[O:14])([CH3:11])([CH3:13])[CH3:12]. The catalyst class is: 66. (7) Reactant: Cl[C:2]1[CH:7]=[CH:6][C:5]([N+:8]([O-:10])=[O:9])=[CH:4][N:3]=1.[C:11]([C:15]1[CH:16]=[C:17]([OH:21])[CH:18]=[CH:19][CH:20]=1)([CH3:14])([CH3:13])[CH3:12].C([O-])([O-])=O.[K+].[K+]. Product: [C:11]([C:15]1[CH:16]=[C:17]([CH:18]=[CH:19][CH:20]=1)[O:21][C:2]1[CH:7]=[CH:6][C:5]([N+:8]([O-:10])=[O:9])=[CH:4][N:3]=1)([CH3:14])([CH3:12])[CH3:13]. The catalyst class is: 16. (8) Product: [CH:19]1([C:17]([N:14]2[CH2:13][CH2:12][CH:11]([O:10][C:7]3[CH:6]=[CH:5][C:4]([C:3]([OH:22])=[O:2])=[CH:9][CH:8]=3)[CH2:16][CH2:15]2)=[O:18])[CH2:21][CH2:20]1. Reactant: C[O:2][C:3](=[O:22])[C:4]1[CH:9]=[CH:8][C:7]([O:10][CH:11]2[CH2:16][CH2:15][N:14]([C:17]([CH:19]3[CH2:21][CH2:20]3)=[O:18])[CH2:13][CH2:12]2)=[CH:6][CH:5]=1.[OH-].[Na+]. The catalyst class is: 5.